From a dataset of Reaction yield outcomes from USPTO patents with 853,638 reactions. Predict the reaction yield, written as a fraction of the theoretical maximum amount of product (1.0 means a 100% yield; for example, 0.34 means a 34% yield). (1) The reactants are [Cl:1][C:2]1[CH:7]=[CH:6][N:5]=[C:4]2[CH:8]=[CH:9][S:10][C:3]=12.[Li]CCCC.[CH2:16]([N:18]1[C:22]([CH3:23])=[C:21](I)[N:20]=[CH:19]1)[CH3:17]. The catalyst is C1COCC1.[Cl-].[Cl-].[Zn+2].C1C=CC([P]([Pd]([P](C2C=CC=CC=2)(C2C=CC=CC=2)C2C=CC=CC=2)([P](C2C=CC=CC=2)(C2C=CC=CC=2)C2C=CC=CC=2)[P](C2C=CC=CC=2)(C2C=CC=CC=2)C2C=CC=CC=2)(C2C=CC=CC=2)C2C=CC=CC=2)=CC=1. The product is [Cl:1][C:2]1[CH:7]=[CH:6][N:5]=[C:4]2[CH:8]=[C:9]([C:21]3[N:20]=[CH:19][N:18]([CH2:16][CH3:17])[C:22]=3[CH3:23])[S:10][C:3]=12. The yield is 1.00. (2) The reactants are [C:1]([O:5][C:6]([N:8]1[CH2:13][CH:12]([C:14]([OH:16])=O)[CH2:11][CH:10]([C:17]([OH:19])=[O:18])[CH2:9]1)=[O:7])([CH3:4])([CH3:3])[CH3:2].FC(F)(F)C(OC(=O)C(F)(F)F)=O.CCCCCCC. The catalyst is O1CCCC1. The product is [O:16]=[C:14]1[O:19][C:17](=[O:18])[CH:10]2[CH2:11][CH:12]1[CH2:13][N:8]([C:6]([O:5][C:1]([CH3:2])([CH3:3])[CH3:4])=[O:7])[CH2:9]2. The yield is 0.861. (3) The reactants are [Cl:1][C:2]1[N:3]=[C:4](Cl)[C:5]2[CH2:11][O:10][CH2:9][CH:8]([C:12]3[CH:17]=[CH:16][CH:15]=[CH:14][CH:13]=3)[C:6]=2[N:7]=1.[CH3:19][NH:20][CH3:21]. The catalyst is CO. The product is [Cl:1][C:2]1[N:3]=[C:4]([N:20]([CH3:21])[CH3:19])[C:5]2[CH2:11][O:10][CH2:9][CH:8]([C:12]3[CH:17]=[CH:16][CH:15]=[CH:14][CH:13]=3)[C:6]=2[N:7]=1. The yield is 1.00.